This data is from Forward reaction prediction with 1.9M reactions from USPTO patents (1976-2016). The task is: Predict the product of the given reaction. Given the reactants [CH3:1][C:2]1[C:7]([CH:8]=[O:9])=[C:6]([C:10]2[CH:15]=[CH:14][C:13]([CH3:16])=[CH:12][CH:11]=2)[N:5]2[N:17]=[C:18]([C:20]3[CH:25]=[CH:24][CH:23]=[CH:22][CH:21]=3)[CH:19]=[C:4]2[N:3]=1.[Si]([C:30]#[N:31])(C)(C)C, predict the reaction product. The product is: [OH:9][CH:8]([C:7]1[C:2]([CH3:1])=[N:3][C:4]2[N:5]([N:17]=[C:18]([C:20]3[CH:25]=[CH:24][CH:23]=[CH:22][CH:21]=3)[CH:19]=2)[C:6]=1[C:10]1[CH:11]=[CH:12][C:13]([CH3:16])=[CH:14][CH:15]=1)[C:30]#[N:31].